This data is from Catalyst prediction with 721,799 reactions and 888 catalyst types from USPTO. The task is: Predict which catalyst facilitates the given reaction. (1) Reactant: [C:1]([O:5][C:6]([NH:8][CH2:9][C:10]([N:12]1[CH2:17][CH2:16][C:15]([CH2:21][OH:22])([C:18]([OH:20])=O)[CH2:14][CH2:13]1)=[O:11])=[O:7])([CH3:4])([CH3:3])[CH3:2].C[N:24]([C:26](ON1N=NC2C=CC=CC1=2)=[N+:27]([CH3:29])C)[CH3:25].F[P-](F)(F)(F)(F)F.[NH:47]1C=CN=[C:48]1NC.CCN(C(C)C)C(C)C. Product: [NH:24]1[CH:25]=[CH:29][N:27]=[C:26]1[CH2:48][NH:47][C:18]([C:15]1([CH2:21][OH:22])[CH2:14][CH2:13][N:12]([C:10](=[O:11])[CH2:9][NH:8][C:6](=[O:7])[O:5][C:1]([CH3:4])([CH3:3])[CH3:2])[CH2:17][CH2:16]1)=[O:20]. The catalyst class is: 3. (2) Reactant: O.[CH2:2]([N:9]1[C@H:13]2[CH2:14][S:15]/[C:16](=[CH:17]\[CH2:18][CH2:19][CH2:20][C:21]([O:23]CC)=[O:22])/[C@H:12]2[N:11]([CH2:26][C:27]2[CH:32]=[CH:31][CH:30]=[CH:29][CH:28]=2)[C:10]1=[O:33])[C:3]1[CH:8]=[CH:7][CH:6]=[CH:5][CH:4]=1.[H][H]. Product: [CH2:2]([N:9]1[C@H:13]2[CH2:14][S:15][C@@H:16]([CH2:17][CH2:18][CH2:19][CH2:20][C:21]([OH:23])=[O:22])[C@H:12]2[N:11]([CH2:26][C:27]2[CH:32]=[CH:31][CH:30]=[CH:29][CH:28]=2)[C:10]1=[O:33])[C:3]1[CH:4]=[CH:5][CH:6]=[CH:7][CH:8]=1. The catalyst class is: 563. (3) Reactant: C(OC([N:8]1[CH2:13][C@H:12]([O:14][CH2:15][C:16]2[CH:25]=[C:24]([O:26][CH3:27])[C:23]3[C:18](=[CH:19][CH:20]=[CH:21][CH:22]=3)[CH:17]=2)[C@@H:11]([C:28]2[CH:33]=[CH:32][C:31]([O:34][CH2:35][CH2:36][CH2:37][O:38][C:39]3[CH:44]=[CH:43][CH:42]=[CH:41][C:40]=3[C:45]#[N:46])=[CH:30][CH:29]=2)[C@H:10]([O:47][CH2:48][C@H:49]([OH:53])[CH2:50][O:51][CH3:52])[CH2:9]1)=O)(C)(C)C.Cl. Product: [OH:53][C@H:49]([CH2:50][O:51][CH3:52])[CH2:48][O:47][C@H:10]1[C@H:11]([C:28]2[CH:29]=[CH:30][C:31]([O:34][CH2:35][CH2:36][CH2:37][O:38][C:39]3[CH:44]=[CH:43][CH:42]=[CH:41][C:40]=3[C:45]#[N:46])=[CH:32][CH:33]=2)[C@@H:12]([O:14][CH2:15][C:16]2[CH:25]=[C:24]([O:26][CH3:27])[C:23]3[C:18](=[CH:19][CH:20]=[CH:21][CH:22]=3)[CH:17]=2)[CH2:13][NH:8][CH2:9]1. The catalyst class is: 5. (4) Reactant: [O:1]1[C@H:3]([C@@H:4]([OH:7])[CH2:5][CH3:6])[CH2:2]1.CCOCC.[OH-].[K+].[S:15](Cl)([C:18]1[CH:24]=[CH:23][C:21]([CH3:22])=[CH:20][CH:19]=1)(=[O:17])=[O:16]. Product: [O:1]1[C@H:3]([C@@H:4]([O:7][S:15]([C:18]2[CH:24]=[CH:23][C:21]([CH3:22])=[CH:20][CH:19]=2)(=[O:17])=[O:16])[CH2:5][CH3:6])[CH2:2]1. The catalyst class is: 6. (5) Reactant: [H-].[Na+].[O:3]1[CH2:7][CH2:6][CH2:5][CH2:4]1.CI. Product: [CH3:7][O:3][CH2:4][CH:5]1[CH2:6][CH:4]2[O:3][CH:7]1[CH:6]=[CH:5]2. The catalyst class is: 6.